From a dataset of Full USPTO retrosynthesis dataset with 1.9M reactions from patents (1976-2016). Predict the reactants needed to synthesize the given product. (1) Given the product [O:29]=[C:25]1[CH:24]=[C:23]([CH2:22][CH2:21][NH:20][C:13](=[O:15])[C:12]2[CH:11]=[CH:10][C:9]([B:4]3[O:5][C:6]([CH3:7])([CH3:8])[C:2]([CH3:1])([CH3:18])[O:3]3)=[CH:17][CH:16]=2)[CH:28]=[CH:27][NH:26]1, predict the reactants needed to synthesize it. The reactants are: [CH3:1][C:2]1([CH3:18])[C:6]([CH3:8])([CH3:7])[O:5][B:4]([C:9]2[CH:17]=[CH:16][C:12]([C:13]([OH:15])=O)=[CH:11][CH:10]=2)[O:3]1.Br.[NH2:20][CH2:21][CH2:22][C:23]1[CH:28]=[CH:27][NH:26][C:25](=[O:29])[CH:24]=1.CN(C(ON1N=NC2C=CC=NC1=2)=[N+](C)C)C.F[P-](F)(F)(F)(F)F.CCN(C(C)C)C(C)C. (2) Given the product [Cl:1][C:2]1[CH:7]=[CH:6][C:5]([C:8]([C:9]2([C:10]([F:11])([F:12])[F:13])[CH2:14][O:15]2)=[O:37])=[C:4]([O:31][CH3:32])[C:3]=1[F:33], predict the reactants needed to synthesize it. The reactants are: [Cl:1][C:2]1[CH:7]=[CH:6][C:5]([C:8](=NC2C=C(F)C=C3C=2C=CC(=O)N3)[C:9](O)([CH2:14][O:15]C)[C:10]([F:13])([F:12])[F:11])=[C:4]([O:31][CH3:32])[C:3]=1[F:33].B.[Na].C[OH:37]. (3) Given the product [CH2:9]([O:16][C:17]1[CH:22]=[CH:21][C:20]([C:23]2[C@H:24]([O:37][Si:44]([CH:51]([CH3:53])[CH3:52])([CH:48]([CH3:50])[CH3:49])[CH:45]([CH3:47])[CH3:46])[CH2:25][N:26]([C@@H:29]([C:31]3[CH:36]=[CH:35][CH:34]=[CH:33][CH:32]=3)[CH3:30])[CH2:27][CH:28]=2)=[CH:19][CH:18]=1)[C:10]1[CH:11]=[CH:12][CH:13]=[CH:14][CH:15]=1, predict the reactants needed to synthesize it. The reactants are: N1C(C)=CC=CC=1C.[CH2:9]([O:16][C:17]1[CH:22]=[CH:21][C:20]([C:23]2[C@H:24]([OH:37])[CH2:25][N:26]([C@@H:29]([C:31]3[CH:36]=[CH:35][CH:34]=[CH:33][CH:32]=3)[CH3:30])[CH2:27][CH:28]=2)=[CH:19][CH:18]=1)[C:10]1[CH:15]=[CH:14][CH:13]=[CH:12][CH:11]=1.FC(F)(F)S(O[Si:44]([CH:51]([CH3:53])[CH3:52])([CH:48]([CH3:50])[CH3:49])[CH:45]([CH3:47])[CH3:46])(=O)=O.O. (4) Given the product [C:14]1(/[CH:13]=[CH:12]/[C:4]2[CH:3]=[C:2]([NH:1][C:21](=[O:23])[CH3:22])[C:11]3[C:6](=[CH:7][CH:8]=[CH:9][CH:10]=3)[N:5]=2)[CH:19]=[CH:18][CH:17]=[CH:16][CH:15]=1, predict the reactants needed to synthesize it. The reactants are: [NH2:1][C:2]1[C:11]2[C:6](=[CH:7][CH:8]=[CH:9][CH:10]=2)[N:5]=[C:4]([CH3:12])[CH:3]=1.[CH:13](=O)[C:14]1[CH:19]=[CH:18][CH:17]=[CH:16][CH:15]=1.[C:21](OC(=O)C)(=[O:23])[CH3:22]. (5) Given the product [Cl:1][C:2]1[C:7]([O:8][CH3:9])=[CH:6][C:5]([O:10][CH3:11])=[CH:4][C:3]=1[N:12]1[CH2:13][C:14]2[C:15](=[N:16][C:17]([S:20][CH3:21])=[N:18][CH:19]=2)[N:22]([CH2:23][CH3:24])[C:27]1=[O:28], predict the reactants needed to synthesize it. The reactants are: [Cl:1][C:2]1[C:7]([O:8][CH3:9])=[CH:6][C:5]([O:10][CH3:11])=[CH:4][C:3]=1[NH:12][CH2:13][C:14]1[C:15]([NH:22][CH2:23][CH3:24])=[N:16][C:17]([S:20][CH3:21])=[N:18][CH:19]=1.[H-].[Na+].[C:27](N1C=CN=C1)(N1C=CN=C1)=[O:28]. (6) Given the product [Br:1][C:2]1[C:3]([O:16][CH3:17])=[N:4][CH:5]=[C:6]2[NH:13][CH:9]=[CH:8][C:7]=12, predict the reactants needed to synthesize it. The reactants are: [Br:1][C:2]1[C:3]([O:16][CH3:17])=[N:4][CH:5]=[C:6]([N+:13]([O-])=O)[C:7]=1/[CH:8]=[CH:9]/N(C)C.Cl.[OH-].[Na+]. (7) Given the product [OH:6][C@@H:5]([CH2:4][OH:3])[CH2:7][O:8][C:9]1[N:14]=[C:13]([NH:15][C:16]([N:18]2[C@@H:24]3[CH2:25][N:21]([CH2:22][CH2:23]3)[C:20]3[CH:26]=[CH:27][C:28]([C:30]4[CH:31]=[N:32][C:33]([CH3:36])=[CH:34][CH:35]=4)=[N:29][C:19]2=3)=[O:17])[CH:12]=[N:11][CH:10]=1, predict the reactants needed to synthesize it. The reactants are: CC1(C)[O:6][C@H:5]([CH2:7][O:8][C:9]2[N:14]=[C:13]([NH:15][C:16]([N:18]3[C@@H:24]4[CH2:25][N:21]([CH2:22][CH2:23]4)[C:20]4[CH:26]=[CH:27][C:28]([C:30]5[CH:31]=[N:32][C:33]([CH3:36])=[CH:34][CH:35]=5)=[N:29][C:19]3=4)=[O:17])[CH:12]=[N:11][CH:10]=2)[CH2:4][O:3]1.Cl.O1CCOCC1.C([O-])(O)=O.[Na+]. (8) Given the product [CH3:10][O:11][C:12]1[CH:13]=[C:14]2[C:23](=[CH:24][CH:25]=1)[N:22]=[CH:21][C:20]1[O:19][CH2:18][CH:17]([N:26]3[CH:30]=[C:29]([NH:31][CH2:2][CH2:3][S:4][C:5]4[S:6][CH:7]=[CH:8][CH:9]=4)[CH:28]=[N:27]3)[CH2:16][C:15]2=1, predict the reactants needed to synthesize it. The reactants are: Br[CH2:2][CH2:3][S:4][C:5]1[S:6][CH:7]=[CH:8][CH:9]=1.[CH3:10][O:11][C:12]1[CH:13]=[C:14]2[C:23](=[CH:24][CH:25]=1)[N:22]=[CH:21][C:20]1[O:19][CH2:18][CH:17]([N:26]3[CH:30]=[C:29]([NH2:31])[CH:28]=[N:27]3)[CH2:16][C:15]2=1.C(N(CC)CC)C. (9) Given the product [NH2:16][C:14]1[CH:13]=[CH:12][CH:11]=[C:10]2[C:15]=1[C:4](=[O:3])[C:8]1([NH:20][C:21]([C:23]3[NH:24][C:25](=[O:33])[C:26]4[C:31]([CH:32]=3)=[CH:30][CH:29]=[CH:28][CH:27]=4)=[O:22])[C:7]3[CH:34]=[CH:35][C:36]([CH:38]([CH3:40])[CH3:39])=[CH:37][C:6]=3[O:2][C:9]12[OH:19], predict the reactants needed to synthesize it. The reactants are: Cl.[OH2:2].[OH:3][C:4]12[C:15]3[C:10](=[CH:11][CH:12]=[CH:13][C:14]=3[N+:16]([O-])=O)[C:9](=[O:19])[C:8]1([NH:20][C:21]([C:23]1[NH:24][C:25](=[O:33])[C:26]3[C:31]([CH:32]=1)=[CH:30][CH:29]=[CH:28][CH:27]=3)=[O:22])[C:7]1[CH:34]=[CH:35][C:36]([CH:38]([CH3:40])[CH3:39])=[CH:37][C:6]=1O2. (10) Given the product [CH3:26][NH:27][C:3]([C:5]1[N:10]2[N:11]=[C:12]([NH:14][C:15]([NH:17][CH2:18][CH3:19])=[O:16])[N:13]=[C:9]2[CH:8]=[C:7]([C:20]2[CH:21]=[N:22][CH:23]=[CH:24][CH:25]=2)[CH:6]=1)=[O:2], predict the reactants needed to synthesize it. The reactants are: C[O:2][C:3]([C:5]1[N:10]2[N:11]=[C:12]([NH:14][C:15]([NH:17][CH2:18][CH3:19])=[O:16])[N:13]=[C:9]2[CH:8]=[C:7]([C:20]2[CH:21]=[N:22][CH:23]=[CH:24][CH:25]=2)[CH:6]=1)=O.[CH3:26][NH2:27].